From a dataset of Reaction yield outcomes from USPTO patents with 853,638 reactions. Predict the reaction yield, written as a fraction of the theoretical maximum amount of product (1.0 means a 100% yield; for example, 0.34 means a 34% yield). (1) The reactants are [C:1]([NH2:9])(=[S:8])[C:2]1[CH:7]=[CH:6][CH:5]=[N:4][CH:3]=1.Br[CH2:11][C:12](=O)[C:13]([O:15][CH2:16][CH3:17])=[O:14].CO. The catalyst is C(O)C.C(Cl)(Cl)Cl. The product is [N:4]1[CH:5]=[CH:6][CH:7]=[C:2]([C:1]2[S:8][CH:11]=[C:12]([C:13]([O:15][CH2:16][CH3:17])=[O:14])[N:9]=2)[CH:3]=1. The yield is 0.710. (2) The reactants are [CH:1]1([C:4]([NH:6][C:7]2[CH:8]=[CH:9][CH:10]=[C:11]3[C:15]=2[C:14](=[O:16])[N:13]([CH:17]([C:22]2[CH:27]=[CH:26][C:25]([O:28][CH:29]([F:31])[F:30])=[C:24]([O:32][CH2:33][CH3:34])[CH:23]=2)[CH2:18][C:19](O)=[O:20])[CH2:12]3)=[O:5])[CH2:3][CH2:2]1.C1N=CN(C(N2C=NC=C2)=O)C=1.Cl.[NH2:48][OH:49]. The catalyst is C1COCC1. The product is [F:30][CH:29]([F:31])[O:28][C:25]1[CH:26]=[CH:27][C:22]([CH:17]([N:13]2[C:14](=[O:16])[C:15]3[C:11](=[CH:10][CH:9]=[CH:8][C:7]=3[NH:6][C:4]([CH:1]3[CH2:3][CH2:2]3)=[O:5])[CH2:12]2)[CH2:18][C:19](=[O:20])[NH:48][OH:49])=[CH:23][C:24]=1[O:32][CH2:33][CH3:34]. The yield is 0.800. (3) The reactants are [Br:1][C:2]1[CH:3]=[C:4]2[C:9](=[CH:10][CH:11]=1)[N:8]=[CH:7][N:6]=[C:5]2[C:12]1[CH:13]=[N:14][CH:15]=[C:16]([CH:20]=1)[C:17]([OH:19])=O.CN(C(ON1N=NC2C=CC=CC1=2)=[N+](C)C)C.F[P-](F)(F)(F)(F)F.CCN(C(C)C)C(C)C.[N:54]1([C:60](=[O:62])[CH3:61])[CH2:59][CH2:58][NH:57][CH2:56][CH2:55]1. The catalyst is C(Cl)Cl. The product is [Br:1][C:2]1[CH:3]=[C:4]2[C:9](=[CH:10][CH:11]=1)[N:8]=[CH:7][N:6]=[C:5]2[C:12]1[CH:20]=[C:16]([C:17]([N:57]2[CH2:58][CH2:59][N:54]([C:60](=[O:62])[CH3:61])[CH2:55][CH2:56]2)=[O:19])[CH:15]=[N:14][CH:13]=1. The yield is 0.760. (4) The reactants are O[C:2]1[C:3]2[CH:11]=[CH:10][CH:9]=[N:8][C:4]=2[N:5]=[CH:6][N:7]=1.O=P(Cl)(Cl)[Cl:14]. No catalyst specified. The product is [Cl:14][C:2]1[C:3]2[CH:11]=[CH:10][CH:9]=[N:8][C:4]=2[N:5]=[CH:6][N:7]=1. The yield is 0.320. (5) The reactants are [Br:1][C:2]1[CH:7]=[CH:6][C:5]([C:8](=[O:10])[CH3:9])=[C:4]([OH:11])[CH:3]=1.[H-].[Na+].Br[CH2:15][C:16]([O:18][CH3:19])=[O:17].CO. The catalyst is CN(C)C=O. The product is [C:8]([C:5]1[CH:6]=[CH:7][C:2]([Br:1])=[CH:3][C:4]=1[O:11][CH2:15][C:16]([O:18][CH3:19])=[O:17])(=[O:10])[CH3:9]. The yield is 0.900.